Dataset: Catalyst prediction with 721,799 reactions and 888 catalyst types from USPTO. Task: Predict which catalyst facilitates the given reaction. (1) Reactant: P(Cl)(Cl)([Cl:3])=O.[Br:6][C:7]1[CH:16]=[C:15]2[C:10]([C:11](O)=[C:12]([N+:17]([O-:19])=[O:18])[CH:13]=[N:14]2)=[N:9][CH:8]=1. Product: [Br:6][C:7]1[CH:16]=[C:15]2[C:10]([C:11]([Cl:3])=[C:12]([N+:17]([O-:19])=[O:18])[CH:13]=[N:14]2)=[N:9][CH:8]=1. The catalyst class is: 9. (2) The catalyst class is: 9. Reactant: [CH3:1][C:2]([Si:5]([CH3:42])([CH3:41])[O:6][CH2:7][C@@:8]1([C:38](O)=[O:39])[CH2:12][CH2:11][C@H:10]([C:13]2[CH:18]=[CH:17][C:16]([O:19][CH2:20][C:21]3[CH:26]=[CH:25][CH:24]=[CH:23][C:22]=3[F:27])=[CH:15][CH:14]=2)[N:9]1[C:28]([O:30][CH2:31][C:32]1[CH:37]=[CH:36][CH:35]=[CH:34][CH:33]=1)=[O:29])([CH3:4])[CH3:3].C[CH2:44][N:45](C(C)C)C(C)C.CN(C(ON1N=NC2C=CC=CC1=2)=[N+](C)C)C.[B-](F)(F)(F)F.CN.C1COCC1. Product: [CH3:1][C:2]([Si:5]([CH3:41])([CH3:42])[O:6][CH2:7][C@@:8]1([C:38]([NH:45][CH3:44])=[O:39])[CH2:12][CH2:11][C@H:10]([C:13]2[CH:14]=[CH:15][C:16]([O:19][CH2:20][C:21]3[CH:26]=[CH:25][CH:24]=[CH:23][C:22]=3[F:27])=[CH:17][CH:18]=2)[N:9]1[C:28]([O:30][CH2:31][C:32]1[CH:37]=[CH:36][CH:35]=[CH:34][CH:33]=1)=[O:29])([CH3:4])[CH3:3]. (3) Reactant: [Br:1][C:2]1[CH:3]=[N:4][C:5](F)=[C:6]([CH:9]=1)[CH:7]=O.Cl.[NH2:12][C:13]([NH2:15])=[NH:14].C(N(CC)CC)C. Product: [Br:1][C:2]1[CH:3]=[N:4][C:5]2[N:12]=[C:13]([NH2:15])[N:14]=[CH:7][C:6]=2[CH:9]=1. The catalyst class is: 60.